This data is from Drug-target binding data from BindingDB using Kd measurements. The task is: Regression. Given a target protein amino acid sequence and a drug SMILES string, predict the binding affinity score between them. We predict pKd (pKd = -log10(Kd in M); higher means stronger binding). Dataset: bindingdb_kd. (1) The compound is CC(C)COCC(O)CNC(C)(C)C. The target protein (Q8K4Z4) has sequence MGHLGNGSDFLLAPNASHAPDHNVTRERDEAWVVGMAIVMSLIVLAIVFGNVLVITAIAKFERLQTVTNYFITSLACADLVMGLAVVPFGASHILMNMWTFGNFWCEFWTSIDVLCVTASIETLCVIAVDRYFAITSPFKYQSLLTKNKARVVILMVWVVSGLTSFLPIQMHWYRATHKDAINCYAEETCCDFFTNQAYAIASSIVSFYLPLVVMVFVYSRVFQVAKKQLQKIDRSEGRFHTQNLSQVEQDGRSGHGLRRSSKFYLKEHKALKTLGIIMGTFTLCWLPFFIVNIVHVIQDNLIPKEVYILLNWVGYVNSAFNPLIYCRSPDFRIAFQELLCLRRSALKAYGNDCSSNSNGKTDYTGEPNVCHQGQEKERELLCEDPPGTEDLVSCPGTVPSDSIDSQGRNYSTNDSLL. The pKd is 7.5. (2) The small molecule is NCCN1C(=O)/C(=C/C=C/c2ccccc2)SC1=S. The target protein sequence is MAAAAAAGPEMVRGQVFDVGPRYTNLSYIGEGAYGMVCSAYDNLNKVRVAIKKISPFEHQTYCQRTLREIKILLRFRHENIIGINDIIRAPTIEQMKDVYIVQDLMETDLYKLLKTQHLSNDHICYFLYQILRGLKYIHSANVLHRDLKPSNLLLNATCDLKICDFGLARVADPDHDHTGFLTEYVATRWYRAPEIMLNSKGYTKSIDIWSVGCILAEMLSNRPIFPGKHYLDQLNHILGILGSPSQEDLNCIINLKARNYLLSLPHKNKVPWNRLFPNADSKALDLLDKMLTFNPHKRIEVEQALAHPYLEQYYDPSNEPIAEAPFKFDMELDDLPKEKLKELIFEETARFQPGYRS. The pKd is 5.4. (3) The small molecule is CN1CC[C@H](c2c(O)cc(O)c3c(=O)cc(-c4ccccc4Cl)oc23)[C@H](O)C1. The target protein (Q92772) has sequence MEKYENLGLVGEGSYGMVMKCRNKDTGRIVAIKKFLESDDDKMVKKIAMREIKLLKQLRHENLVNLLEVCKKKKRWYLVFEFVDHTILDDLELFPNGLDYQVVQKYLFQIINGIGFCHSHNIIHRDIKPENILVSQSGVVKLCDFGFARTLAAPGEVYTDYVATRWYRAPELLVGDVKYGKAVDVWAIGCLVTEMFMGEPLFPGDSDIDQLYHIMMCLGNLIPRHQELFNKNPVFAGVRLPEIKEREPLERRYPKLSEVVIDLAKKCLHIDPDKRPFCAELLHHDFFQMDGFAERFSQELQLKVQKDARNVSLSKKSQNRKKEKEKDDSLVEERKTLVVQDTNADPKIKDYKLFKIKGSKIDGEKAEKGNRASNASCLHDSRTSHNKIVPSTSLKDCSNVSVDHTRNPSVAIPPLTHNLSAVAPSINSGMGTETIPIQGYRVDEKTKKCSIPFVKPNRHSPSGIYNINVTTLVSGPPLSDDSGADLPQMEHQH. The pKd is 5.0. (4) The small molecule is COc1cc2ncnc(Nc3ccc(F)c(Cl)c3)c2cc1OCCCN1CCOCC1. The target protein (Q6P3R8) has sequence MDKYDVIKAIGQGAFGKAYLAKGKSDSKHCVIKEINFEKMPIQEKEASKKEVILLEKMKHPNIVAFFNSFQENGRLFIVMEYCDGGDLMKRINRQRGVLFSEDQILGWFVQISLGLKHIHDRKILHRDIKAQNIFLSKNGMVAKLGDFGIARVLNNSMELARTCIGTPYYLSPEICQNKPYNNKTDIWSLGCVLYELCTLKHPFEGNNLQQLVLKICQAHFAPISPGFSRELHSLISQLFQVSPRDRPSINSILKRPFLENLIPKYLTPEVIQEEFSHMLICRAGAPASRHAGKVVQKCKIQKVRFQGKCPPRSRISVPIKRNAILHRNEWRPPAGAQKARSIKMIERPKIAAVCGHYDYYYAQLDMLRRRAHKPSYHPIPQENTGVEDYGQETRHGPSPSQWPAEYLQRKFEAQQYKLKVEKQLGLRPSSAEPNYNQRQELRSNGEEPRFQELPFRKNEMKEQEYWKQLEEIRQQYHNDMKEIRKKMGREPEENSKISH.... The pKd is 5.0. (5) The small molecule is N#CC[C@H](C1CCCC1)n1cc(-c2ncnc3[nH]ccc23)cn1. The target protein (P78362) has sequence MSVNSEKSSSSERPEPQQKAPLVPPPPPPPPPPPPPLPDPTPPEPEEEILGSDDEEQEDPADYCKGGYHPVKIGDLFNGRYHVIRKLGWGHFSTVWLCWDMQGKRFVAMKVVKSAQHYTETALDEIKLLKCVRESDPSDPNKDMVVQLIDDFKISGMNGIHVCMVFEVLGHHLLKWIIKSNYQGLPVRCVKSIIRQVLQGLDYLHSKCKIIHTDIKPENILMCVDDAYVRRMAAEATEWQKAGAPPPSGSAVSTAPQQKPIGKISKNKKKKLKKKQKRQAELLEKRLQEIEELEREAERKIIEENITSAAPSNDQDGEYCPEVKLKTTGLEEAAEAETAKDNGEAEDQEEKEDAEKENIEKDEDDVDQELANIDPTWIESPKTNGHIENGPFSLEQQLDDEDDDEEDCPNPEEYNLDEPNAESDYTYSSSYEQFNGELPNGRHKIPESQFPEFSTSLFSGSLEPVACGSVLSEGSPLTEQEESSPSHDRSRTVSASSTGD.... The pKd is 5.0.